From a dataset of TCR-epitope binding with 47,182 pairs between 192 epitopes and 23,139 TCRs. Binary Classification. Given a T-cell receptor sequence (or CDR3 region) and an epitope sequence, predict whether binding occurs between them. (1) The TCR CDR3 sequence is CASSLSPGTGGSNEQFF. Result: 0 (the TCR does not bind to the epitope). The epitope is ARMILMTHF. (2) The epitope is KLPDDFTGCV. The TCR CDR3 sequence is CASSEMNYKIQYF. Result: 0 (the TCR does not bind to the epitope). (3) The epitope is QECVRGTTVL. The TCR CDR3 sequence is CASSYSLGNEQFF. Result: 1 (the TCR binds to the epitope). (4) The epitope is VTIAEILLI. The TCR CDR3 sequence is CSASSGDTGELFF. Result: 1 (the TCR binds to the epitope). (5) The epitope is KPLEFGATSAAL. The TCR CDR3 sequence is CASSEGGGSSYEQYF. Result: 1 (the TCR binds to the epitope). (6) The epitope is YLNTLTLAV. The TCR CDR3 sequence is CASSFWGYTEAFF. Result: 1 (the TCR binds to the epitope). (7) The epitope is QARQMVQAMRTIGTHP. The TCR CDR3 sequence is CASSAYPGELFF. Result: 0 (the TCR does not bind to the epitope).